From a dataset of Forward reaction prediction with 1.9M reactions from USPTO patents (1976-2016). Predict the product of the given reaction. (1) Given the reactants [Cl:1][C:2]1[CH:3]=[C:4]2[C:8](=[CH:9][CH:10]=1)[NH:7][CH:6]=[C:5]2[CH2:11][CH2:12][NH:13][C:14](=[O:23])[C:15]1[CH:20]=[CH:19][C:18]([CH2:21]Cl)=[CH:17][CH:16]=1.[F:24][C:25]1[CH:30]=[CH:29][C:28](B(O)O)=[CH:27][CH:26]=1.C(=O)([O-])[O-].[Na+].[Na+].[I-].[Na+], predict the reaction product. The product is: [Cl:1][C:2]1[CH:3]=[C:4]2[C:8](=[CH:9][CH:10]=1)[NH:7][CH:6]=[C:5]2[CH2:11][CH2:12][NH:13][C:14](=[O:23])[C:15]1[CH:20]=[CH:19][C:18]([CH2:21][C:28]2[CH:29]=[CH:30][C:25]([F:24])=[CH:26][CH:27]=2)=[CH:17][CH:16]=1. (2) Given the reactants [OH:1][C:2]1[C:3](=[O:16])[C:4]2[C:9]([C:10](=O)[C:11]=1CC=C)=[CH:8][CH:7]=[CH:6][CH:5]=2.S(=O)(=O)(O)O, predict the reaction product. The product is: [CH:7]1[CH:8]=[C:9]2[CH:10]=[CH:11][C:2]([C:3](=[O:16])[C:4]2=[CH:5][CH:6]=1)=[O:1]. (3) Given the reactants [Cl-].[Al+3].[Cl-].[Cl-].ClC(Cl)C.[C:9]1([CH3:18])[CH:14]=[CH:13][C:12]([C:15](Cl)=[O:16])=[CH:11][CH:10]=1.[CH3:19][N:20]1[CH:24]=[CH:23][CH:22]=[C:21]1[CH2:25][C:26]#[N:27].Cl, predict the reaction product. The product is: [C:9]1([CH3:18])[CH:14]=[CH:13][C:12]([C:15]([C:24]2[N:20]([CH3:19])[C:21]([CH2:25][C:26]#[N:27])=[CH:22][CH:23]=2)=[O:16])=[CH:11][CH:10]=1.